This data is from NCI-60 drug combinations with 297,098 pairs across 59 cell lines. The task is: Regression. Given two drug SMILES strings and cell line genomic features, predict the synergy score measuring deviation from expected non-interaction effect. (1) Drug 1: C1=CN(C(=O)N=C1N)C2C(C(C(O2)CO)O)O.Cl. Cell line: COLO 205. Synergy scores: CSS=39.6, Synergy_ZIP=1.18, Synergy_Bliss=-1.34, Synergy_Loewe=-21.6, Synergy_HSA=-2.11. Drug 2: CCN(CC)CCNC(=O)C1=C(NC(=C1C)C=C2C3=C(C=CC(=C3)F)NC2=O)C. (2) Drug 1: CN1C(=O)N2C=NC(=C2N=N1)C(=O)N. Drug 2: CC1CCCC2(C(O2)CC(NC(=O)CC(C(C(=O)C(C1O)C)(C)C)O)C(=CC3=CSC(=N3)C)C)C. Cell line: CCRF-CEM. Synergy scores: CSS=61.7, Synergy_ZIP=1.19, Synergy_Bliss=0.460, Synergy_Loewe=-33.5, Synergy_HSA=-1.02. (3) Drug 1: CC1C(C(CC(O1)OC2CC(CC3=C2C(=C4C(=C3O)C(=O)C5=C(C4=O)C(=CC=C5)OC)O)(C(=O)CO)O)N)O.Cl. Drug 2: CCCCC(=O)OCC(=O)C1(CC(C2=C(C1)C(=C3C(=C2O)C(=O)C4=C(C3=O)C=CC=C4OC)O)OC5CC(C(C(O5)C)O)NC(=O)C(F)(F)F)O. Cell line: COLO 205. Synergy scores: CSS=62.7, Synergy_ZIP=-2.15, Synergy_Bliss=-4.75, Synergy_Loewe=-5.08, Synergy_HSA=-0.657. (4) Drug 1: CC1OCC2C(O1)C(C(C(O2)OC3C4COC(=O)C4C(C5=CC6=C(C=C35)OCO6)C7=CC(=C(C(=C7)OC)O)OC)O)O. Drug 2: CCCS(=O)(=O)NC1=C(C(=C(C=C1)F)C(=O)C2=CNC3=C2C=C(C=N3)C4=CC=C(C=C4)Cl)F. Cell line: HOP-92. Synergy scores: CSS=26.0, Synergy_ZIP=-8.16, Synergy_Bliss=-0.906, Synergy_Loewe=-15.6, Synergy_HSA=-1.76. (5) Drug 1: CC1C(C(CC(O1)OC2CC(CC3=C2C(=C4C(=C3O)C(=O)C5=C(C4=O)C(=CC=C5)OC)O)(C(=O)C)O)N)O.Cl. Drug 2: CN1C(=O)N2C=NC(=C2N=N1)C(=O)N. Cell line: LOX IMVI. Synergy scores: CSS=20.3, Synergy_ZIP=-10.0, Synergy_Bliss=-0.288, Synergy_Loewe=-7.48, Synergy_HSA=1.69. (6) Drug 1: CN(C(=O)NC(C=O)C(C(C(CO)O)O)O)N=O. Drug 2: CC12CCC3C(C1CCC2OP(=O)(O)O)CCC4=C3C=CC(=C4)OC(=O)N(CCCl)CCCl.[Na+]. Cell line: RXF 393. Synergy scores: CSS=18.2, Synergy_ZIP=-4.91, Synergy_Bliss=-1.15, Synergy_Loewe=-6.94, Synergy_HSA=-0.109.